Dataset: NCI-60 drug combinations with 297,098 pairs across 59 cell lines. Task: Regression. Given two drug SMILES strings and cell line genomic features, predict the synergy score measuring deviation from expected non-interaction effect. (1) Drug 1: C1=CN(C(=O)N=C1N)C2C(C(C(O2)CO)O)O.Cl. Drug 2: C1CC(C1)(C(=O)O)C(=O)O.[NH2-].[NH2-].[Pt+2]. Cell line: OVCAR3. Synergy scores: CSS=32.8, Synergy_ZIP=-0.714, Synergy_Bliss=5.77, Synergy_Loewe=-1.60, Synergy_HSA=4.02. (2) Drug 1: CC1=C(C(=CC=C1)Cl)NC(=O)C2=CN=C(S2)NC3=CC(=NC(=N3)C)N4CCN(CC4)CCO. Drug 2: CN(C(=O)NC(C=O)C(C(C(CO)O)O)O)N=O. Cell line: SNB-75. Synergy scores: CSS=6.46, Synergy_ZIP=-3.77, Synergy_Bliss=-1.67, Synergy_Loewe=-6.42, Synergy_HSA=-0.171.